The task is: Regression. Given a peptide amino acid sequence and an MHC pseudo amino acid sequence, predict their binding affinity value. This is MHC class I binding data.. This data is from Peptide-MHC class I binding affinity with 185,985 pairs from IEDB/IMGT. (1) The peptide sequence is LIRCLRCQK. The MHC is HLA-A03:02 with pseudo-sequence HLA-A03:02. The binding affinity (normalized) is 0.421. (2) The peptide sequence is RYRRLIQIL. The MHC is HLA-C06:02 with pseudo-sequence HLA-C06:02. The binding affinity (normalized) is 0.431. (3) The peptide sequence is FILGIIITV. The MHC is HLA-A02:01 with pseudo-sequence HLA-A02:01. The binding affinity (normalized) is 1.00. (4) The peptide sequence is YANCSSISI. The MHC is HLA-B07:02 with pseudo-sequence HLA-B07:02. The binding affinity (normalized) is 0. (5) The binding affinity (normalized) is 0.139. The MHC is Patr-A0401 with pseudo-sequence Patr-A0401. The peptide sequence is AYIDNYNKF. (6) The peptide sequence is WTLAKPDFV. The MHC is HLA-B27:03 with pseudo-sequence HLA-B27:03. The binding affinity (normalized) is 0.0847. (7) The peptide sequence is GGHGGSTFK. The MHC is HLA-A02:19 with pseudo-sequence HLA-A02:19. The binding affinity (normalized) is 0.0847.